Dataset: Forward reaction prediction with 1.9M reactions from USPTO patents (1976-2016). Task: Predict the product of the given reaction. (1) Given the reactants [Cl:1][C:2]1[N:7]([CH3:8])[C:6](=[O:9])[C:5]([O:10]C)=[CH:4][N:3]=1.B(Br)(Br)Br, predict the reaction product. The product is: [Cl:1][C:2]1[N:7]([CH3:8])[C:6](=[O:9])[C:5]([OH:10])=[CH:4][N:3]=1. (2) Given the reactants Cl[C:2]1[N:11]=[C:10]([NH:12][CH2:13][C:14]2[CH:19]=[CH:18][C:17]([NH:20][C:21](=[O:29])[C:22]3[CH:27]=[CH:26][C:25]([F:28])=[CH:24][CH:23]=3)=[CH:16][CH:15]=2)[C:9]2[C:4](=[CH:5][CH:6]=[CH:7][CH:8]=2)[N:3]=1.[CH2:30]([NH:32][CH2:33][CH3:34])[CH3:31], predict the reaction product. The product is: [CH2:30]([N:32]([CH2:33][CH3:34])[C:2]1[N:11]=[C:10]([NH:12][CH2:13][C:14]2[CH:15]=[CH:16][C:17]([NH:20][C:21](=[O:29])[C:22]3[CH:23]=[CH:24][C:25]([F:28])=[CH:26][CH:27]=3)=[CH:18][CH:19]=2)[C:9]2[C:4](=[CH:5][CH:6]=[CH:7][CH:8]=2)[N:3]=1)[CH3:31].